From a dataset of Full USPTO retrosynthesis dataset with 1.9M reactions from patents (1976-2016). Predict the reactants needed to synthesize the given product. Given the product [Br:1][C:2]1[CH:3]=[CH:4][C:5]([CH2:6][N:7]2[C:12](=[O:13])[C:11]([C:14]([NH:16][CH2:17][C:18]([O:20][C:21]([CH3:23])([CH3:24])[CH3:22])=[O:19])=[O:15])=[C:10]([OH:25])[C:9]3[CH2:26][N:27]([C:73]([C:71]4[N:70]=[CH:69][S:68][CH:72]=4)=[O:74])[CH:28]([CH3:29])[C:8]2=3)=[CH:30][CH:31]=1, predict the reactants needed to synthesize it. The reactants are: [Br:1][C:2]1[CH:31]=[CH:30][C:5]([CH2:6][N:7]2[C:12](=[O:13])[C:11]([C:14]([NH:16][CH2:17][C:18]([O:20][C:21]([CH3:24])([CH3:23])[CH3:22])=[O:19])=[O:15])=[C:10]([OH:25])[C:9]3[CH2:26][NH:27][CH:28]([CH3:29])[C:8]2=3)=[CH:4][CH:3]=1.Cl.C1(C2C=CC=CC=2)C=CC(CN2C(=O)C(C(NCC(OC(C)(C)C)=O)=O)=C(O)C3CNCC2=3)=CC=1.[S:68]1[CH:72]=[C:71]([C:73](Cl)=[O:74])[N:70]=[CH:69]1.CCN(CC)CC.